This data is from Reaction yield outcomes from USPTO patents with 853,638 reactions. The task is: Predict the reaction yield, written as a fraction of the theoretical maximum amount of product (1.0 means a 100% yield; for example, 0.34 means a 34% yield). (1) The yield is 0.980. The reactants are [CH3:1][N:2]([CH3:19])[C:3](=[O:18])[C@@H:4]([OH:17])[CH2:5][NH:6]C(=O)OCC1C=CC=CC=1. The catalyst is C(O)C.[Pd]. The product is [NH2:6][CH2:5][C@H:4]([OH:17])[C:3]([N:2]([CH3:19])[CH3:1])=[O:18]. (2) The catalyst is C(OCC)(=O)C. The reactants are [CH2:1]([O:8][N:9]=[C:10]1[C:18]2([CH2:23][CH2:22][CH2:21][CH2:20][CH2:19]2)[C:17]2[C:12](=[CH:13][CH:14]=[C:15](Br)[CH:16]=2)[NH:11]1)[C:2]1[CH:7]=[CH:6][CH:5]=[CH:4][CH:3]=1.[F:25][C:26]1[CH:31]=[CH:30][C:29](B(O)O)=[CH:28][CH:27]=1.CCCCCC. The yield is 0.670. The product is [CH2:1]([O:8][N:9]=[C:10]1[C:18]2([CH2:23][CH2:22][CH2:21][CH2:20][CH2:19]2)[C:17]2[C:12](=[CH:13][CH:14]=[C:15]([C:29]3[CH:30]=[CH:31][C:26]([F:25])=[CH:27][CH:28]=3)[CH:16]=2)[NH:11]1)[C:2]1[CH:7]=[CH:6][CH:5]=[CH:4][CH:3]=1. (3) The reactants are Cl.Cl.[CH2:3]([N:10]1[CH2:17][CH:16]2[O:18][CH:12]([CH2:13][NH:14][CH2:15]2)[CH2:11]1)[C:4]1[CH:9]=[CH:8][CH:7]=[CH:6][CH:5]=1.[OH-].[Na+].[CH3:21][C:22]1[CH:27]=[C:26]([CH3:28])[CH:25]=[C:24]([CH3:29])[C:23]=1[S:30]([O:33][CH2:34][CH2:35][NH:36][C:37]([O:39][C:40]([CH3:43])([CH3:42])[CH3:41])=[O:38])(=[O:32])=[O:31].C(O)(=O)CC(CC(O)=O)(C(O)=O)O. The catalyst is C1(C)C=CC=CC=1. The product is [CH3:29][C:24]1[CH:25]=[C:26]([CH3:28])[CH:27]=[C:22]([CH3:21])[C:23]=1[S:30]([OH:33])(=[O:32])=[O:31].[C:40]([O:39][C:37](=[O:38])[NH:36][CH2:35][CH2:34][N:14]1[CH2:15][CH:16]2[O:18][CH:12]([CH2:11][N:10]([CH2:3][C:4]3[CH:5]=[CH:6][CH:7]=[CH:8][CH:9]=3)[CH2:17]2)[CH2:13]1)([CH3:43])([CH3:42])[CH3:41]. The yield is 0.870. (4) The reactants are [CH3:1][C:2]1[C:10]2[N:9]=[CH:8][N:7]([C:11]([O:13][C:14]([CH3:17])([CH3:16])[CH3:15])=[O:12])[C:6]=2[CH:5]=[CH:4][CH:3]=1.[Br:18]N1C(=O)CCC1=O.C(Cl)(Cl)(Cl)Cl. No catalyst specified. The product is [Br:18][CH2:1][C:2]1[C:10]2[N:9]=[CH:8][N:7]([C:11]([O:13][C:14]([CH3:17])([CH3:16])[CH3:15])=[O:12])[C:6]=2[CH:5]=[CH:4][CH:3]=1. The yield is 0.420.